Dataset: NCI-60 drug combinations with 297,098 pairs across 59 cell lines. Task: Regression. Given two drug SMILES strings and cell line genomic features, predict the synergy score measuring deviation from expected non-interaction effect. Drug 1: C1=CC=C(C(=C1)C(C2=CC=C(C=C2)Cl)C(Cl)Cl)Cl. Drug 2: C(CCl)NC(=O)N(CCCl)N=O. Cell line: HS 578T. Synergy scores: CSS=16.6, Synergy_ZIP=-3.43, Synergy_Bliss=1.27, Synergy_Loewe=-3.50, Synergy_HSA=1.25.